Dataset: Catalyst prediction with 721,799 reactions and 888 catalyst types from USPTO. Task: Predict which catalyst facilitates the given reaction. (1) Reactant: [F:1][C:2]1[CH:7]=[CH:6][C:5]([C:8]2[N:9]=[C:10]3[CH:15]=[C:14]([CH:16]([OH:21])[CH2:17][N:18]([CH3:20])[CH3:19])[CH:13]=[CH:12][N:11]3[C:22]=2[C:23]2[CH:28]=[CH:27][N:26]=[C:25](S(C)(=O)=O)[N:24]=2)=[CH:4][CH:3]=1.[NH3:33]. Product: [NH2:33][C:25]1[N:24]=[C:23]([C:22]2[N:11]3[CH:12]=[CH:13][C:14]([CH:16]([OH:21])[CH2:17][N:18]([CH3:20])[CH3:19])=[CH:15][C:10]3=[N:9][C:8]=2[C:5]2[CH:6]=[CH:7][C:2]([F:1])=[CH:3][CH:4]=2)[CH:28]=[CH:27][N:26]=1. The catalyst class is: 7. (2) Reactant: [CH3:1][C:2]1[O:3][C@@H:4]([C:9]2[CH:14]=[CH:13][CH:12]=[CH:11][CH:10]=2)[CH:5]([CH2:7]O)[N:6]=1.S(Cl)([Cl:17])=O. Product: [Cl:17][CH2:7][CH:5]1[C@H:4]([C:9]2[CH:14]=[CH:13][CH:12]=[CH:11][CH:10]=2)[O:3][C:2]([CH3:1])=[N:6]1. The catalyst class is: 2. (3) Reactant: C1(C2[O:12][C@H:11]3[CH2:13][C@@H:14]([N:17]4[CH:22]=[CH:21][C:20](=[O:23])[NH:19][C:18]4=[O:24])[CH2:15][O:16][C@@H:10]3[CH2:9][O:8]2)C=CC=CC=1.Cl. Product: [OH:12][C@@H:11]1[C@@H:10]([CH2:9][OH:8])[O:16][CH2:15][C@H:14]([N:17]2[CH:22]=[CH:21][C:20](=[O:23])[NH:19][C:18]2=[O:24])[CH2:13]1. The catalyst class is: 5. (4) Reactant: [Cl:1][C:2]1[CH:7]=[CH:6][C:5]([S:8]([CH:11]([C:21]2[CH:26]=[C:25]([F:27])[CH:24]=[CH:23][C:22]=2[F:28])[C:12]2[N:17]=[CH:16][C:15]([C:18](O)=[O:19])=[CH:14][CH:13]=2)(=[O:10])=[O:9])=[CH:4][CH:3]=1.C(N(CC)CC)C.Cl.C(N=C=NCCCN(C)C)C.[O:48]1[CH:52]=[CH:51][CH:50]=[C:49]1[C:53]([NH:55][NH2:56])=[O:54]. Product: [O:48]1[CH:52]=[CH:51][CH:50]=[C:49]1[C:53]([NH:55][NH:56][C:18](=[O:19])[C:15]1[CH:14]=[CH:13][C:12]([CH:11]([S:8]([C:5]2[CH:6]=[CH:7][C:2]([Cl:1])=[CH:3][CH:4]=2)(=[O:10])=[O:9])[C:21]2[CH:26]=[C:25]([F:27])[CH:24]=[CH:23][C:22]=2[F:28])=[N:17][CH:16]=1)=[O:54]. The catalyst class is: 119. (5) Reactant: [F:1][C:2]1[C:7]([CH:8]=[O:9])=[CH:6][CH:5]=[CH:4][C:3]=1[C:10]1[CH:15]=[CH:14][C:13]([OH:16])=[CH:12][CH:11]=1.C([O-])([O-])=O.[K+].[K+].CS(O[CH:28]1[CH2:36][CH2:35][C:31]2([CH2:34][CH2:33][CH2:32]2)[CH2:30][CH2:29]1)(=O)=O. Product: [F:1][C:2]1[C:7]([CH:8]=[O:9])=[CH:6][CH:5]=[CH:4][C:3]=1[C:10]1[CH:15]=[CH:14][C:13]([O:16][CH:28]2[CH2:36][CH2:35][C:31]3([CH2:34][CH2:33][CH2:32]3)[CH2:30][CH2:29]2)=[CH:12][CH:11]=1. The catalyst class is: 18. (6) Product: [C:4]([O:6][CH2:14][C:13](=[O:16])[N:12]([CH2:17][CH3:18])[CH2:10][CH3:11])(=[O:5])/[CH:3]=[CH:2]/[C:1]([O:8][CH3:9])=[O:7]. The catalyst class is: 11. Reactant: [C:1]([O:8][CH3:9])(=[O:7])/[CH:2]=[CH:3]/[C:4]([OH:6])=[O:5].[CH2:10]([N:12]([CH2:17][CH3:18])[C:13](=[O:16])[CH2:14]Cl)[CH3:11].C(N(C(C)C)CC)(C)C. (7) Reactant: [CH2:1]([O:3][C:4]([C:6]1[O:7][C:8]2[CH:15]=[CH:14][CH:13]=[C:12](OS(C(F)(F)F)(=O)=O)[C:9]=2[C:10]=1[CH3:11])=[O:5])[CH3:2].[CH:24]1([C:27]([NH2:29])=[O:28])[CH2:26][CH2:25]1.C1(P(C2C=CC=CC=2)C2C3OC4C(=CC=CC=4P(C4C=CC=CC=4)C4C=CC=CC=4)C(C)(C)C=3C=CC=2)C=CC=CC=1.C(=O)([O-])[O-].[Cs+].[Cs+]. Product: [CH2:1]([O:3][C:4]([C:6]1[O:7][C:8]2[CH:15]=[CH:14][CH:13]=[C:12]([NH:29][C:27]([CH:24]3[CH2:26][CH2:25]3)=[O:28])[C:9]=2[C:10]=1[CH3:11])=[O:5])[CH3:2]. The catalyst class is: 62.